The task is: Predict the product of the given reaction.. This data is from Forward reaction prediction with 1.9M reactions from USPTO patents (1976-2016). Given the reactants [F:1][C:2]1[CH:7]=[C:6]([F:8])[CH:5]=[CH:4][C:3]=1[CH:9]([N:13]1[C@H:18]([CH2:19][CH:20]([CH3:22])[CH3:21])[C:17](=[O:23])[NH:16][C@H:15]([CH:24]2[CH2:32][C:31]3[C:26](=[CH:27][CH:28]=[CH:29][CH:30]=3)[CH2:25]2)[C:14]1=[O:33])[C:10]([OH:12])=O.[CH2:34]([N:36](CC)[CH2:37]C)C.C1N(P(Cl)(N2C(=O)OCC2)=O)C(=O)OC1.CNC, predict the reaction product. The product is: [F:1][C:2]1[CH:7]=[C:6]([F:8])[CH:5]=[CH:4][C:3]=1[C@@H:9]([N:13]1[C@H:18]([CH2:19][CH:20]([CH3:22])[CH3:21])[C:17](=[O:23])[NH:16][C@H:15]([CH:24]2[CH2:25][C:26]3[C:31](=[CH:30][CH:29]=[CH:28][CH:27]=3)[CH2:32]2)[C:14]1=[O:33])[C:10]([N:36]([CH3:37])[CH3:34])=[O:12].